Dataset: Catalyst prediction with 721,799 reactions and 888 catalyst types from USPTO. Task: Predict which catalyst facilitates the given reaction. (1) Reactant: Br[CH2:2][B-:3]([F:6])([F:5])[F:4].[K+:7].[CH3:8][C@@H:9]1[NH:14][CH2:13][CH2:12][N:11]([C:15]([O:17][C:18]([CH3:21])([CH3:20])[CH3:19])=[O:16])[CH2:10]1.C([O-])([O-])=O.[K+].[K+]. Product: [C:18]([O:17][C:15]([N:11]1[CH2:12][CH2:13][N:14]([CH2:2][B-:3]([F:6])([F:5])[F:4])[C@@H:9]([CH3:8])[CH2:10]1)=[O:16])([CH3:21])([CH3:19])[CH3:20].[K+:7]. The catalyst class is: 1. (2) Reactant: [BH4-].[Na+].[N:3]([CH2:6][C:7]1[CH:14]=[C:13]([F:15])[C:10]([C:11]#[N:12])=[C:9]([F:16])[CH:8]=1)=[N+]=[N-].Cl. Product: [NH2:3][CH2:6][C:7]1[CH:8]=[C:9]([F:16])[C:10]([C:11]#[N:12])=[C:13]([F:15])[CH:14]=1. The catalyst class is: 522. (3) Product: [Cl:11][C:12]1[CH:13]=[CH:14][C:15]([CH2:18][C:19]([C:30]2[CH:29]=[CH:24][C:23]([Cl:22])=[CH:32][C:31]=2[Cl:33])=[O:21])=[CH:16][CH:17]=1. Reactant: [Na].C[Si](C)(C)N[Si](C)(C)C.[Cl:11][C:12]1[CH:17]=[CH:16][C:15]([CH2:18][C:19]([OH:21])=O)=[CH:14][CH:13]=1.[Cl:22][C:23]1[CH:32]=[C:31]([Cl:33])[CH:30]=[CH:29][C:24]=1C(OC)=O.Cl. The catalyst class is: 1. (4) Reactant: O=[C:2]1[CH2:7][CH2:6][N:5]([C:8]([O:10][C:11]([CH3:14])([CH3:13])[CH3:12])=[O:9])[CH2:4][CH2:3]1.[CH3:15][C:16]1[CH:17]=[C:18]([CH:21]=[CH:22][CH:23]=1)[CH2:19][NH2:20].C(O)(=O)C.[BH3-]C#N.[Na+]. Product: [CH3:15][C:16]1[CH:17]=[C:18]([CH2:19][NH:20][CH:2]2[CH2:7][CH2:6][N:5]([C:8]([O:10][C:11]([CH3:14])([CH3:13])[CH3:12])=[O:9])[CH2:4][CH2:3]2)[CH:21]=[CH:22][CH:23]=1. The catalyst class is: 24.